Dataset: Forward reaction prediction with 1.9M reactions from USPTO patents (1976-2016). Task: Predict the product of the given reaction. (1) Given the reactants [Br:1][C:2]1[CH:3]=[C:4]([C:12]([CH3:15])([CH3:14])[CH3:13])[C:5]([OH:11])=[C:6]([CH:10]=1)[C:7]([OH:9])=O.[Cl:16][C:17]1[CH:23]=[C:22]([C:24]#[N:25])[CH:21]=[CH:20][C:18]=1[NH2:19], predict the reaction product. The product is: [Br:1][C:2]1[CH:3]=[C:4]([C:12]([CH3:15])([CH3:14])[CH3:13])[C:5]([OH:11])=[C:6]([CH:10]=1)[C:7]([NH:19][C:18]1[CH:20]=[CH:21][C:22]([C:24]#[N:25])=[CH:23][C:17]=1[Cl:16])=[O:9]. (2) Given the reactants [F:1][C:2]1[CH:3]=[C:4](B(O)O)[CH:5]=[C:6]([O:8][CH2:9][CH:10]([CH3:12])[CH3:11])[CH:7]=1.[NH2:16][C:17]1[N:22]=[C:21]([S:23]([NH:26][C:27]([C:29]2[C:30]([N:37]3[CH2:41][C@@H:40]([CH3:42])[CH2:39][C:38]3([CH3:44])[CH3:43])=[N:31][C:32](Cl)=[C:33]([F:35])[CH:34]=2)=[O:28])(=[O:25])=[O:24])[CH:20]=[CH:19][CH:18]=1.C(C1C=CC=C(C(C)C)C=1N1CCN(C2C(C(C)C)=CC=CC=2C(C)C)C1)(C)C.ClC1C=NC=CC=1.C([O-])([O-])=O.[K+].[K+], predict the reaction product. The product is: [NH2:16][C:17]1[N:22]=[C:21]([S:23]([NH:26][C:27]([C:29]2[C:30]([N:37]3[CH2:41][C@@H:40]([CH3:42])[CH2:39][C:38]3([CH3:43])[CH3:44])=[N:31][C:32]([C:4]3[CH:5]=[C:6]([O:8][CH2:9][CH:10]([CH3:12])[CH3:11])[CH:7]=[C:2]([F:1])[CH:3]=3)=[C:33]([F:35])[CH:34]=2)=[O:28])(=[O:25])=[O:24])[CH:20]=[CH:19][CH:18]=1. (3) Given the reactants CC1[N:3]([C:8]2[N:13]=[C:12]([CH2:14][CH2:15][C:16]3[CH:17]=[C:18]([CH:21]=[C:22]([NH:24][CH2:25][CH2:26][C:27]4[CH:32]=[CH:31][CH:30]=[CH:29][N:28]=4)[CH:23]=3)[C:19]#[N:20])[CH:11]=[C:10]([CH3:33])[CH:9]=2)C(C)=CC=1.Cl.NO.CCO, predict the reaction product. The product is: [NH2:3][C:8]1[N:13]=[C:12]([CH2:14][CH2:15][C:16]2[CH:17]=[C:18]([CH:21]=[C:22]([NH:24][CH2:25][CH2:26][C:27]3[CH:32]=[CH:31][CH:30]=[CH:29][N:28]=3)[CH:23]=2)[C:19]#[N:20])[CH:11]=[C:10]([CH3:33])[CH:9]=1. (4) Given the reactants [C:1]([C:3]1[C:4]([O:9][C:10]2[CH:11]=[CH:12][C:13]3[O:17][C:16]([CH:18]([NH:25][C:26]4[CH:31]=[CH:30][C:29]([C:32]([N:34]([CH3:42])[CH2:35][CH2:36][C:37]([O:39]CC)=[O:38])=[O:33])=[CH:28][CH:27]=4)[CH:19]4[CH2:24][CH2:23][CH2:22][CH2:21][CH2:20]4)=[C:15]([CH3:43])[C:14]=3[CH:44]=2)=[N:5][CH:6]=[CH:7][CH:8]=1)#[N:2].[OH-].[Na+], predict the reaction product. The product is: [C:1]([C:3]1[C:4]([O:9][C:10]2[CH:11]=[CH:12][C:13]3[O:17][C:16]([CH:18]([NH:25][C:26]4[CH:27]=[CH:28][C:29]([C:32]([N:34]([CH3:42])[CH2:35][CH2:36][C:37]([OH:39])=[O:38])=[O:33])=[CH:30][CH:31]=4)[CH:19]4[CH2:24][CH2:23][CH2:22][CH2:21][CH2:20]4)=[C:15]([CH3:43])[C:14]=3[CH:44]=2)=[N:5][CH:6]=[CH:7][CH:8]=1)#[N:2]. (5) The product is: [F:5][C:4]([F:7])([F:6])[C:3]([CH2:2][NH:1][C:23]1[CH:31]=[C:30]([CH3:32])[CH:29]=[C:28]2[C:24]=1[CH:25]=[N:26][N:27]2[C:33]1[CH:38]=[CH:37][C:36]([O:39][CH3:40])=[CH:35][CH:34]=1)([OH:21])[CH2:8][C:9]([C:12]1[CH:17]=[C:16]([F:18])[CH:15]=[CH:14][C:13]=1[O:19][CH3:20])([CH3:11])[CH3:10]. Given the reactants [NH2:1][CH2:2][C:3]([OH:21])([CH2:8][C:9]([C:12]1[CH:17]=[C:16]([F:18])[CH:15]=[CH:14][C:13]=1[O:19][CH3:20])([CH3:11])[CH3:10])[C:4]([F:7])([F:6])[F:5].Br[C:23]1[CH:31]=[C:30]([CH3:32])[CH:29]=[C:28]2[C:24]=1[CH:25]=[N:26][N:27]2[C:33]1[CH:38]=[CH:37][C:36]([O:39][CH3:40])=[CH:35][CH:34]=1.C1C=CC(P(C2C(C3C(P(C4C=CC=CC=4)C4C=CC=CC=4)=CC=C4C=3C=CC=C4)=C3C(C=CC=C3)=CC=2)C2C=CC=CC=2)=CC=1.CC(C)([O-])C.[Na+], predict the reaction product. (6) Given the reactants [CH:1]1[C:13]2[CH:12]([CH2:14][O:15][C:16]([NH:18][C@H:19]([CH2:27][C:28]3[CH:29]=[N:30][CH:31]=[N:32][C:33]=3[C:34]3[CH:39]=[CH:38][CH:37]=[CH:36][C:35]=3[CH3:40])[C:20]([O:22]C(C)(C)C)=[O:21])=[O:17])[C:11]3[C:6](=[CH:7][CH:8]=[CH:9][CH:10]=3)[C:5]=2[CH:4]=[CH:3][CH:2]=1.[Cl-:41].[Ca+2].[Cl-], predict the reaction product. The product is: [ClH:41].[CH:10]1[C:11]2[CH:12]([CH2:14][O:15][C:16]([NH:18][C@H:19]([CH2:27][C:28]3[CH:29]=[N:30][CH:31]=[N:32][C:33]=3[C:34]3[CH:39]=[CH:38][CH:37]=[CH:36][C:35]=3[CH3:40])[C:20]([OH:22])=[O:21])=[O:17])[C:13]3[C:5](=[CH:4][CH:3]=[CH:2][CH:1]=3)[C:6]=2[CH:7]=[CH:8][CH:9]=1. (7) Given the reactants [C:1]([O:5][C:6]([N:8]1[C:13]2[CH:14]=[C:15]([Cl:19])[CH:16]=[C:17](Br)[C:12]=2[O:11][CH:10]([C:20]([N:22]2[CH2:27][CH2:26][C:25]([C:36]#[N:37])([CH2:28][C:29]3[CH:34]=[CH:33][C:32]([F:35])=[CH:31][CH:30]=3)[CH2:24][CH2:23]2)=[O:21])[CH2:9]1)=[O:7])([CH3:4])([CH3:3])[CH3:2].[N:38]1[CH:43]=[CH:42][C:41](B(O)O)=[CH:40][CH:39]=1.C([O-])([O-])=O.[Na+].[Na+], predict the reaction product. The product is: [C:1]([O:5][C:6]([N:8]1[C:13]2[CH:14]=[C:15]([Cl:19])[CH:16]=[C:17]([C:41]3[CH:42]=[CH:43][N:38]=[CH:39][CH:40]=3)[C:12]=2[O:11][CH:10]([C:20]([N:22]2[CH2:27][CH2:26][C:25]([C:36]#[N:37])([CH2:28][C:29]3[CH:34]=[CH:33][C:32]([F:35])=[CH:31][CH:30]=3)[CH2:24][CH2:23]2)=[O:21])[CH2:9]1)=[O:7])([CH3:4])([CH3:3])[CH3:2]. (8) Given the reactants [CH3:1][C:2]1[CH2:6][C:5](=[O:7])[N:4]([C:8]2[CH:16]=[CH:15][C:11]([C:12]([OH:14])=O)=[CH:10][CH:9]=2)[N:3]=1.CN(C(ON1N=NC2C=CC=NC1=2)=[N+](C)C)C.F[P-](F)(F)(F)(F)F.C[O:42][C:43](=[O:56])[C@H:44]([OH:55])[C@H:45]([NH2:54])[CH2:46][C:47]1[CH:52]=[CH:51][CH:50]=[CH:49][C:48]=1[Cl:53].CCN(C(C)C)C(C)C.[OH-].[Na+], predict the reaction product. The product is: [Cl:53][C:48]1[CH:49]=[CH:50][CH:51]=[CH:52][C:47]=1[CH2:46][C@@H:45]([NH:54][C:12](=[O:14])[C:11]1[CH:10]=[CH:9][C:8]([N:4]2[C:5](=[O:7])[CH2:6][C:2]([CH3:1])=[N:3]2)=[CH:16][CH:15]=1)[C@@H:44]([OH:55])[C:43]([OH:56])=[O:42].